This data is from Retrosynthesis with 50K atom-mapped reactions and 10 reaction types from USPTO. The task is: Predict the reactants needed to synthesize the given product. (1) Given the product COc1ccc(N2CC(C(=O)O)CC2=O)cc1F, predict the reactants needed to synthesize it. The reactants are: C=C(CC(=O)O)C(=O)O.COc1ccc(N)cc1F. (2) Given the product Cc1nc(C(C)C)n(COCC[Si](C)(C)C)c1C(=O)O, predict the reactants needed to synthesize it. The reactants are: CCOC(=O)c1c(C)nc(C(C)C)n1COCC[Si](C)(C)C. (3) Given the product Cc1nc2ccccc2n1-c1nc(N2CCOCC2)c2sc(CN3CCN(C(C)(C)C(N)=O)CC3)cc2n1, predict the reactants needed to synthesize it. The reactants are: CC(C)(C(N)=O)N1CCN(Cc2cc3nc(Cl)nc(N4CCOCC4)c3s2)CC1.Cc1nc2ccccc2[nH]1.